Dataset: Catalyst prediction with 721,799 reactions and 888 catalyst types from USPTO. Task: Predict which catalyst facilitates the given reaction. (1) Reactant: [C:1]1([CH2:7][CH2:8][N+:9]([O-:11])=[O:10])[CH:6]=[CH:5][CH:4]=[CH:3][CH:2]=1.[F-].C([N+](CCCC)(CCCC)CCCC)CCC.[CH2:30]([O:37][C@H:38]1[CH2:42][N:41]([C:43]([O:45][C:46]([CH3:49])([CH3:48])[CH3:47])=[O:44])[C@H:40]([CH:50]=[O:51])[CH2:39]1)[C:31]1[CH:36]=[CH:35][CH:34]=[CH:33][CH:32]=1. The catalyst class is: 56. Product: [CH2:30]([O:37][C@H:38]1[CH2:42][N:41]([C:43]([O:45][C:46]([CH3:47])([CH3:48])[CH3:49])=[O:44])[C@@H:40]([C@@H:50]([OH:51])[C@@H:8]([N+:9]([O-:11])=[O:10])[CH2:7][C:1]2[CH:6]=[CH:5][CH:4]=[CH:3][CH:2]=2)[CH2:39]1)[C:31]1[CH:36]=[CH:35][CH:34]=[CH:33][CH:32]=1. (2) Product: [C:13]([C:15]1[C:16]([N:27]2[CH2:30][CH:29]([C:31](=[O:32])[NH:12][S:9]([CH2:8][C:3]3[CH:4]=[CH:5][CH:6]=[CH:7][C:2]=3[F:1])(=[O:10])=[O:11])[CH2:28]2)=[N:17][C:18]([CH3:26])=[C:19]([CH:20]=1)[C:21]([O:23][CH2:24][CH3:25])=[O:22])#[N:14]. The catalyst class is: 2. Reactant: [F:1][C:2]1[CH:7]=[CH:6][CH:5]=[CH:4][C:3]=1[CH2:8][S:9]([NH2:12])(=[O:11])=[O:10].[C:13]([C:15]1[C:16]([N:27]2[CH2:30][CH:29]([C:31](O)=[O:32])[CH2:28]2)=[N:17][C:18]([CH3:26])=[C:19]([C:21]([O:23][CH2:24][CH3:25])=[O:22])[CH:20]=1)#[N:14].C1CN([P+](Br)(N2CCCC2)N2CCCC2)CC1.F[P-](F)(F)(F)(F)F.CCN(C(C)C)C(C)C.OS([O-])(=O)=O.[K+]. (3) Reactant: C(OC(=O)N=NC(OC(C)(C)C)=O)(C)(C)C.[Si:17]([O:34][C@H:35]([CH2:45][CH2:46]O)[C:36]([NH:38][C:39]1[CH:44]=[CH:43][CH:42]=[CH:41][CH:40]=1)=[O:37])([C:30]([CH3:33])([CH3:32])[CH3:31])([C:24]1[CH:29]=[CH:28][CH:27]=[CH:26][CH:25]=1)[C:18]1[CH:23]=[CH:22][CH:21]=[CH:20][CH:19]=1. Product: [Si:17]([O:34][C@@H:35]1[CH2:45][CH2:46][N:38]([C:39]2[CH:40]=[CH:41][CH:42]=[CH:43][CH:44]=2)[C:36]1=[O:37])([C:30]([CH3:33])([CH3:32])[CH3:31])([C:24]1[CH:25]=[CH:26][CH:27]=[CH:28][CH:29]=1)[C:18]1[CH:23]=[CH:22][CH:21]=[CH:20][CH:19]=1. The catalyst class is: 1. (4) Reactant: [Br:1][C:2]1[CH:7]=[CH:6][C:5]([C:8]2[N:9]=[C:10]([NH:13][CH:14]([CH2:19][C:20]([F:23])([F:22])[F:21])[C:15](OC)=[O:16])[S:11][CH:12]=2)=[CH:4][CH:3]=1.[H-].[Al+3].[Li+].[H-].[H-].[H-]. Product: [Br:1][C:2]1[CH:7]=[CH:6][C:5]([C:8]2[N:9]=[C:10]([NH:13][CH:14]([CH2:19][C:20]([F:22])([F:21])[F:23])[CH2:15][OH:16])[S:11][CH:12]=2)=[CH:4][CH:3]=1. The catalyst class is: 7.